This data is from Reaction yield outcomes from USPTO patents with 853,638 reactions. The task is: Predict the reaction yield, written as a fraction of the theoretical maximum amount of product (1.0 means a 100% yield; for example, 0.34 means a 34% yield). (1) The reactants are [CH:1]([C:3]1[N:4]=[CH:5][NH:6][CH:7]=1)=[O:2].C(#N)C.C(N(CC)CC)C.[C:18]1([S:24](Cl)(=[O:26])=[O:25])[CH:23]=[CH:22][CH:21]=[CH:20][CH:19]=1. The catalyst is C1COCC1.O. The product is [C:18]1([S:24]([N:6]2[CH:7]=[C:3]([CH:1]=[O:2])[N:4]=[CH:5]2)(=[O:26])=[O:25])[CH:23]=[CH:22][CH:21]=[CH:20][CH:19]=1. The yield is 0.700. (2) The reactants are [CH2:1]([O:3][C:4]1[CH:9]=[CH:8][CH:7]=[CH:6][C:5]=1[C:10]1[CH:15]=[CH:14][C:13]([NH2:16])=[CH:12][C:11]=1[N+:17]([O-:19])=[O:18])[CH3:2].[CH3:20][C:21]([O:24][C:25](O[C:25]([O:24][C:21]([CH3:23])([CH3:22])[CH3:20])=[O:26])=[O:26])([CH3:23])[CH3:22]. No catalyst specified. The product is [C:21]([O:24][C:25](=[O:26])[NH:16][C:13]1[CH:14]=[CH:15][C:10]([C:5]2[CH:6]=[CH:7][CH:8]=[CH:9][C:4]=2[O:3][CH2:1][CH3:2])=[C:11]([N+:17]([O-:19])=[O:18])[CH:12]=1)([CH3:23])([CH3:22])[CH3:20]. The yield is 0.830. (3) The reactants are [CH3:1][O:2][CH2:3][CH2:4][O:5][C:6]1[CH:11]=[CH:10][N:9]2[C:12]([C:15]3[CH:24]=[CH:23][C:22]4[C:17](=[C:18]([O:25][CH2:26][C@H:27]5[CH2:31][CH2:30][CH2:29][N:28]5C(OC(C)(C)C)=O)[CH:19]=[CH:20][CH:21]=4)[N:16]=3)=[CH:13][N:14]=[C:8]2[CH:7]=1.Cl.O1CCOCC1. The catalyst is C(Cl)(Cl)Cl. The product is [CH3:1][O:2][CH2:3][CH2:4][O:5][C:6]1[CH:11]=[CH:10][N:9]2[C:12]([C:15]3[CH:24]=[CH:23][C:22]4[C:17](=[C:18]([O:25][CH2:26][C@H:27]5[CH2:31][CH2:30][CH2:29][NH:28]5)[CH:19]=[CH:20][CH:21]=4)[N:16]=3)=[CH:13][N:14]=[C:8]2[CH:7]=1. The yield is 0.410. (4) The reactants are [F:1][C:2]1[CH:3]=[CH:4][C:5]2=[C:6]([CH:33]=1)[O:7][CH2:8][C:9]1[CH:19]=[C:18]([CH2:20][N:21]3[C:25]4[CH:26]=[CH:27][CH:28]=[C:29]([OH:30])[C:24]=4[N:23]=[C:22]3[CH2:31][OH:32])[CH:17]=[CH:16][C:10]=1/[C:11]/2=[C:12](/[CH3:15])\[C:13]#[N:14].[CH2:34](O)[CH3:35]. No catalyst specified. The product is [CH2:34]([O:30][C:29]1[C:24]2[N:23]=[C:22]([CH2:31][OH:32])[N:21]([CH2:20][C:18]3[CH:17]=[CH:16][C:10]4/[C:11](=[C:12](/[CH3:15])\[C:13]#[N:14])/[C:5]5[CH:4]=[CH:3][C:2]([F:1])=[CH:33][C:6]=5[O:7][CH2:8][C:9]=4[CH:19]=3)[C:25]=2[CH:26]=[CH:27][CH:28]=1)[CH3:35]. The yield is 0.500. (5) The reactants are [CH2:1]([O:8][C:9]([N:11]1[CH2:16][CH2:15][CH:14]([C:17]([OH:19])=O)[CH2:13][CH2:12]1)=[O:10])[C:2]1[CH:7]=[CH:6][CH:5]=[CH:4][CH:3]=1.S(Cl)(Cl)=O.CN(C=O)C.[NH2:29][C:30]1[S:31][C:32]([N:40]2[CH2:45][CH2:44][O:43][CH2:42][CH2:41]2)=[C:33]([C:35]2[O:36][CH:37]=[CH:38][CH:39]=2)[N:34]=1. The catalyst is ClCCl. The product is [CH2:1]([O:8][C:9]([N:11]1[CH2:12][CH2:13][CH:14]([C:17]([NH:29][C:30]2[S:31][C:32]([N:40]3[CH2:41][CH2:42][O:43][CH2:44][CH2:45]3)=[C:33]([C:35]3[O:36][CH:37]=[CH:38][CH:39]=3)[N:34]=2)=[O:19])[CH2:15][CH2:16]1)=[O:10])[C:2]1[CH:3]=[CH:4][CH:5]=[CH:6][CH:7]=1. The yield is 1.00. (6) The reactants are [NH:1]1[CH2:6][CH2:5][CH:4]([NH:7][C:8]([C:10]2[CH:11]=[C:12]3[C:16](=[CH:17][CH:18]=2)[NH:15][N:14]=[CH:13]3)=[O:9])[CH2:3][CH2:2]1.[CH:19](=O)[CH2:20][CH3:21].C([BH3-])#N.[Na+].[OH-].[Na+]. The catalyst is CO.C(O)(=O)C. The product is [CH2:19]([N:1]1[CH2:6][CH2:5][CH:4]([NH:7][C:8]([C:10]2[CH:11]=[C:12]3[C:16](=[CH:17][CH:18]=2)[NH:15][N:14]=[CH:13]3)=[O:9])[CH2:3][CH2:2]1)[CH2:20][CH3:21]. The yield is 0.460.